From a dataset of Full USPTO retrosynthesis dataset with 1.9M reactions from patents (1976-2016). Predict the reactants needed to synthesize the given product. Given the product [C:1]1([CH2:7][CH:8]([NH:27][C:29]([NH2:30])=[O:28])[CH2:9][NH:10][C:11]2[C:12]3[CH:26]=[CH:25][N:24]=[CH:23][C:13]=3[N:14]=[C:15]([C:17]3[CH:22]=[CH:21][N:20]=[CH:19][CH:18]=3)[N:16]=2)[CH:6]=[CH:5][CH:4]=[CH:3][CH:2]=1, predict the reactants needed to synthesize it. The reactants are: [C:1]1([CH2:7][C@H:8]([NH2:27])[CH2:9][NH:10][C:11]2[C:12]3[CH:26]=[CH:25][N:24]=[CH:23][C:13]=3[N:14]=[C:15]([C:17]3[CH:22]=[CH:21][N:20]=[CH:19][CH:18]=3)[N:16]=2)[CH:6]=[CH:5][CH:4]=[CH:3][CH:2]=1.[O-:28][C:29]#[N:30].[K+].C(O)(=O)C.